Dataset: Catalyst prediction with 721,799 reactions and 888 catalyst types from USPTO. Task: Predict which catalyst facilitates the given reaction. (1) Reactant: [N+:1]([C:4]1[CH:13]=[CH:12][C:7]([C:8]([NH:10][NH2:11])=[O:9])=[CH:6][CH:5]=1)([O-:3])=[O:2].Cl[C:15](=[O:23])[CH2:16][CH2:17][CH2:18][C:19]([O:21][CH3:22])=[O:20]. Product: [N+:1]([C:4]1[CH:13]=[CH:12][C:7]([C:8]([NH:10][NH:11][C:15](=[O:23])[CH2:16][CH2:17][CH2:18][C:19]([O:21][CH3:22])=[O:20])=[O:9])=[CH:6][CH:5]=1)([O-:3])=[O:2]. The catalyst class is: 4. (2) Reactant: [CH3:1][C:2]([C:6]1[CH:7]=[C:8]([C:16]2[N:21]=[CH:20][C:19]([CH:22]=[C:23]3[S:27][C:26](=[O:28])[NH:25][C:24]3=[O:29])=[CH:18][CH:17]=2)[CH:9]=[C:10]([N+:13]([O-])=O)[C:11]=1[OH:12])([CH3:5])[CH2:3][CH3:4].[PH2]([O-])=O.[Na+].O1CCC[CH2:35]1.C(O)C. Product: [CH3:1][C:2]([C:6]1[C:11]2[O:12][CH:35]=[N:13][C:10]=2[CH:9]=[C:8]([C:16]2[N:21]=[CH:20][C:19]([CH:22]=[C:23]3[S:27][C:26](=[O:28])[NH:25][C:24]3=[O:29])=[CH:18][CH:17]=2)[CH:7]=1)([CH3:5])[CH2:3][CH3:4]. The catalyst class is: 45. (3) Reactant: [O:1]1[C:5]2[CH:6]=[CH:7][C:8]([C:10]([OH:12])=[O:11])=[CH:9][C:4]=2[O:3][CH2:2]1.[Li][CH2:14]CCC.CI. Product: [CH3:14][C:9]1[C:4]2[O:3][CH2:2][O:1][C:5]=2[CH:6]=[CH:7][C:8]=1[C:10]([OH:12])=[O:11]. The catalyst class is: 1. (4) Reactant: [N:1]1([CH2:7][C:8]2[CH:13]=[CH:12][C:11]([NH:14][C:15](=[S:37])[NH:16][NH:17][C:18](=O)[C:19]3[CH:24]=[C:23]([CH:25]([CH3:27])[CH3:26])[C:22]([O:28]COC)=[CH:21][C:20]=3[O:32]COC)=[CH:10][CH:9]=2)[CH2:6][CH2:5][O:4][CH2:3][CH2:2]1. Product: [CH:25]([C:23]1[CH:24]=[C:19]([C:18]2[N:14]([C:11]3[CH:12]=[CH:13][C:8]([CH2:7][N:1]4[CH2:6][CH2:5][O:4][CH2:3][CH2:2]4)=[CH:9][CH:10]=3)[C:15]([SH:37])=[N:16][N:17]=2)[C:20]([OH:32])=[CH:21][C:22]=1[OH:28])([CH3:27])[CH3:26]. The catalyst class is: 74. (5) Reactant: [O-]CC.[Na+].[CH2:5]([C@:12]12[C:26](=O)[CH:20]([C@@:21]([OH:25])([CH3:24])[CH2:22][CH2:23]1)[CH2:19][C:18]1[C:13]2=[CH:14][CH:15]=[C:16]([Br:28])[CH:17]=1)[C:6]1[CH:11]=[CH:10][CH:9]=[CH:8][CH:7]=1. Product: [CH2:5]([C@:12]12[C:13]3[C:18](=[CH:17][C:16]([Br:28])=[CH:15][CH:14]=3)[CH2:19][CH2:20][C:26]1=[CH:24][C:21](=[O:25])[CH2:22][CH2:23]2)[C:6]1[CH:11]=[CH:10][CH:9]=[CH:8][CH:7]=1. The catalyst class is: 14. (6) Reactant: C[O:2][C:3]([C:5]1[CH:10]=[CH:9][C:8]([C:11]2[C:12]([CH3:55])([CH3:54])[C@H:13]3[C@:26]([CH3:29])([CH2:27][CH:28]=2)[C@@H:25]2[C@:16]([CH3:53])([C@@:17]4([CH3:52])[C@H:22]([CH2:23][CH2:24]2)[C@H:21]2[C@H:30]([C:33]([CH3:35])=[CH2:34])[CH2:31][CH2:32][C@:20]2([NH:36][CH2:37][CH2:38][N:39]2[CH2:44][CH2:43][N:42](C(OC(C)(C)C)=O)[CH2:41][CH2:40]2)[CH2:19][CH2:18]4)[CH2:15][CH2:14]3)=[CH:7][CH:6]=1)=[O:4].Cl. Product: [CH3:52][C@:17]12[C@@:16]3([CH3:53])[C@@H:25]([C@:26]4([CH3:29])[C@@H:13]([CH2:14][CH2:15]3)[C:12]([CH3:54])([CH3:55])[C:11]([C:8]3[CH:9]=[CH:10][C:5]([C:3]([OH:4])=[O:2])=[CH:6][CH:7]=3)=[CH:28][CH2:27]4)[CH2:24][CH2:23][C@@H:22]1[C@H:21]1[C@H:30]([C:33]([CH3:35])=[CH2:34])[CH2:31][CH2:32][C@:20]1([NH:36][CH2:37][CH2:38][N:39]1[CH2:40][CH2:41][NH:42][CH2:43][CH2:44]1)[CH2:19][CH2:18]2. The catalyst class is: 1. (7) Reactant: [CH3:1][O:2][CH2:3][CH2:4][CH2:5][O:6][C:7]1[CH:12]=[CH:11][N:10]=[C:9]([CH2:13][S:14][C:15]2[NH:19][C:18]3[CH:20]=[CH:21][CH:22]=[CH:23][C:17]=3[N:16]=2)[C:8]=1[CH3:24].[OH-:25].[Na+]. Product: [CH3:1][O:2][CH2:3][CH2:4][CH2:5][O:6][C:7]1[CH:12]=[CH:11][N:10]=[C:9]([CH2:13][S:14]([C:15]2[NH:16][C:17]3[CH:23]=[CH:22][CH:21]=[CH:20][C:18]=3[N:19]=2)=[O:25])[C:8]=1[CH3:24]. The catalyst class is: 4. (8) Reactant: [F:1][C:2]([F:31])([F:30])[O:3][C:4]1[CH:9]=[CH:8][C:7]([NH:10][CH:11]2[CH2:16][CH2:15][N:14]([CH2:17][C@:18]3([CH3:29])[O:22][C:21]4=[N:23][C:24]([N+:26]([O-:28])=[O:27])=[CH:25][N:20]4[CH2:19]3)[CH2:13][CH2:12]2)=[CH:6][CH:5]=1.C(N(CC)CC)C.[C:39](Cl)(=[O:41])[CH3:40].O. Product: [CH3:29][C@@:18]1([CH2:17][N:14]2[CH2:15][CH2:16][CH:11]([N:10]([C:7]3[CH:8]=[CH:9][C:4]([O:3][C:2]([F:1])([F:30])[F:31])=[CH:5][CH:6]=3)[C:39](=[O:41])[CH3:40])[CH2:12][CH2:13]2)[O:22][C:21]2=[N:23][C:24]([N+:26]([O-:28])=[O:27])=[CH:25][N:20]2[CH2:19]1. The catalyst class is: 2. (9) Reactant: [CH:1]([C:4]1[CH:9]=[CH:8][C:7]([C:10]2[N:14]([CH2:15][CH2:16][O:17][CH3:18])[C:13]3[C:19]([O:38][CH3:39])=[CH:20][C:21]([CH2:27][C:28]4[C:29](S(C)(=O)=O)=[N:30][CH:31]=[CH:32][CH:33]=4)=[C:22]([C:23]([F:26])([F:25])[F:24])[C:12]=3[N:11]=2)=[CH:6][CH:5]=1)([CH3:3])[CH3:2].[CH3:40][N:41]([CH3:45])[CH2:42][CH2:43][OH:44].[H-].[Na+]. Product: [CH:1]([C:4]1[CH:9]=[CH:8][C:7]([C:10]2[N:14]([CH2:15][CH2:16][O:17][CH3:18])[C:13]3[C:19]([O:38][CH3:39])=[CH:20][C:21]([CH2:27][C:28]4[C:29]([O:44][CH2:43][CH2:42][N:41]([CH3:45])[CH3:40])=[N:30][CH:31]=[CH:32][CH:33]=4)=[C:22]([C:23]([F:26])([F:25])[F:24])[C:12]=3[N:11]=2)=[CH:6][CH:5]=1)([CH3:3])[CH3:2]. The catalyst class is: 12. (10) Reactant: [NH2:1][OH:2].Cl.[O:4]1[C:8]2[CH:9]=[CH:10][C:11]([C:13](=O)[CH3:14])=[CH:12][C:7]=2[CH2:6][CH2:5]1.N1C=CC=CC=1. Product: [O:4]1[C:8]2[CH:9]=[CH:10][C:11]([C:13](=[N:1][OH:2])[CH3:14])=[CH:12][C:7]=2[CH2:6][CH2:5]1. The catalyst class is: 5.